Dataset: Forward reaction prediction with 1.9M reactions from USPTO patents (1976-2016). Task: Predict the product of the given reaction. Given the reactants C[O:2][C:3](=[O:39])[C@@H:4]([NH:14][C:15]([C:17]1[S:18][C:19]([C:26](=[O:38])[NH:27][CH2:28][C:29]2[CH:37]=[CH:36][CH:35]=[C:34]3[C:30]=2[CH:31]=[N:32][NH:33]3)=[CH:20][C:21]=1[C:22]([F:25])([F:24])[F:23])=[O:16])[CH2:5][NH:6][C:7]([C:9]1[S:10][CH:11]=[CH:12][CH:13]=1)=[O:8].O.[OH-].[Li+].Cl, predict the reaction product. The product is: [NH:33]1[C:34]2[C:30](=[C:29]([CH2:28][NH:27][C:26]([C:19]3[S:18][C:17]([C:15]([NH:14][C@@H:4]([CH2:5][NH:6][C:7]([C:9]4[S:10][CH:11]=[CH:12][CH:13]=4)=[O:8])[C:3]([OH:39])=[O:2])=[O:16])=[C:21]([C:22]([F:25])([F:23])[F:24])[CH:20]=3)=[O:38])[CH:37]=[CH:36][CH:35]=2)[CH:31]=[N:32]1.